From a dataset of Reaction yield outcomes from USPTO patents with 853,638 reactions. Predict the reaction yield, written as a fraction of the theoretical maximum amount of product (1.0 means a 100% yield; for example, 0.34 means a 34% yield). (1) The catalyst is ClCCCl. The reactants are [C:1]([O:5][C:6](=[O:34])[CH:7]([NH:17][C:18]([NH:20][CH:21]([C:27]([O:29][C:30]([CH3:33])([CH3:32])[CH3:31])=[O:28])[CH2:22][CH2:23][CH2:24][CH2:25][NH2:26])=[O:19])[CH2:8][CH2:9][C:10]([O:12][C:13]([CH3:16])([CH3:15])[CH3:14])=[O:11])([CH3:4])([CH3:3])[CH3:2].[CH3:35][Sn:36]([CH3:46])([CH3:45])[C:37]1[CH:44]=[CH:43][C:40]([CH:41]=O)=[CH:39][CH:38]=1.C(O[BH-](OC(=O)C)OC(=O)C)(=O)C.[Na+]. The yield is 0.380. The product is [C:1]([O:5][C:6](=[O:34])[CH:7]([NH:17][C:18]([NH:20][CH:21]([C:27]([O:29][C:30]([CH3:33])([CH3:32])[CH3:31])=[O:28])[CH2:22][CH2:23][CH2:24][CH2:25][NH:26][CH2:41][C:40]1[CH:43]=[CH:44][C:37]([Sn:36]([CH3:35])([CH3:46])[CH3:45])=[CH:38][CH:39]=1)=[O:19])[CH2:8][CH2:9][C:10]([O:12][C:13]([CH3:16])([CH3:15])[CH3:14])=[O:11])([CH3:2])([CH3:3])[CH3:4]. (2) The product is [C:34]([C:28]1[CH:29]=[C:30]([CH:31]([CH3:33])[CH3:32])[C:24]2[O:23][C:22]([C:19]3[CH:20]=[CH:21][C:16]([C:15]([NH:14][CH2:13][CH:11]4[O:10][C:9](=[O:37])[N:8]([C:5]5[CH:4]=[CH:3][C:2]([C:48]6[CH:49]=[CH:50][CH:51]=[CH:52][C:47]=6[O:46][C:45]([F:44])([F:57])[F:56])=[CH:7][N:6]=5)[CH2:12]4)=[O:36])=[CH:17][CH:18]=3)=[N:26][C:25]=2[CH:27]=1)#[N:35]. The reactants are Cl[C:2]1[CH:3]=[CH:4][C:5]([N:8]2[CH2:12][CH:11]([CH2:13][NH:14][C:15](=[O:36])[C:16]3[CH:21]=[CH:20][C:19]([C:22]4[O:23][C:24]5[C:30]([CH:31]([CH3:33])[CH3:32])=[CH:29][C:28]([C:34]#[N:35])=[CH:27][C:25]=5[N:26]=4)=[CH:18][CH:17]=3)[O:10][C:9]2=[O:37])=[N:6][CH:7]=1.C(=O)([O-])[O-].[K+].[K+].[F:44][C:45]([F:57])([F:56])[O:46][C:47]1[CH:52]=[CH:51][CH:50]=[CH:49][C:48]=1B(O)O. The yield is 0.830. The catalyst is O1CCCC1.O.C(P([C-]1C=CC=C1)C(C)(C)C)(C)(C)C.[CH-]1C=CC=C1.[Fe+2].[Pd].